From a dataset of Reaction yield outcomes from USPTO patents with 853,638 reactions. Predict the reaction yield, written as a fraction of the theoretical maximum amount of product (1.0 means a 100% yield; for example, 0.34 means a 34% yield). (1) The catalyst is S(=O)(=O)(O)O. The reactants are [Cl:1][C:2]1[CH:11]=[CH:10][C:9]([Cl:12])=[C:8]2[C:3]=1[CH2:4][CH2:5][NH:6][C:7]2=[O:13].[Br:14]N1C(=O)CCC1=O. The product is [Br:14][C:10]1[C:9]([Cl:12])=[C:8]2[C:3]([CH2:4][CH2:5][NH:6][C:7]2=[O:13])=[C:2]([Cl:1])[CH:11]=1. The yield is 0.750. (2) The reactants are [F:1][C:2]1[CH:3]=[N:4][N:5]([C:7]2[N:12]=[C:11]([OH:13])[C:10]([C:14]([OH:16])=O)=[CH:9][N:8]=2)[CH:6]=1.CCN(CC)CC.CN(C(ON1N=NC2C=CC=NC1=2)=[N+](C)C)C.F[P-](F)(F)(F)(F)F.[NH2:48][C@@H:49]([C:62]1[CH:67]=[CH:66][C:65]([F:68])=[CH:64][CH:63]=1)[C:50]1[CH:55]=[CH:54][C:53]([P:56]([CH3:61])(=[O:60])[O:57][CH2:58][CH3:59])=[CH:52][CH:51]=1. The catalyst is CC#N. The product is [F:1][C:2]1[CH:3]=[N:4][N:5]([C:7]2[N:12]=[C:11]([OH:13])[C:10]([C:14]([NH:48][C@@H:49]([C:62]3[CH:63]=[CH:64][C:65]([F:68])=[CH:66][CH:67]=3)[C:50]3[CH:55]=[CH:54][C:53]([P:56]([CH3:61])(=[O:60])[O:57][CH2:58][CH3:59])=[CH:52][CH:51]=3)=[O:16])=[CH:9][N:8]=2)[CH:6]=1. The yield is 0.187. (3) The reactants are C(OC([N:8]1[CH2:17][CH2:16][C:15]2[C:10](=[CH:11][CH:12]=[C:13]([C:18](=[O:37])[NH:19][C:20]3[NH:24][C:23]4[CH:25]=[CH:26][CH:27]=[C:28]([C:29](=[O:36])[NH:30][C:31]5[NH:32][CH:33]=[CH:34][N:35]=5)[C:22]=4[N:21]=3)[CH:14]=2)[CH2:9]1)=O)(C)(C)C. The catalyst is Cl.O1CCOCC1. The product is [NH:32]1[CH:33]=[CH:34][N:35]=[C:31]1[NH:30][C:29]([C:28]1[C:22]2[N:21]=[C:20]([NH:19][C:18]([C:13]3[CH:14]=[C:15]4[C:10](=[CH:11][CH:12]=3)[CH2:9][NH:8][CH2:17][CH2:16]4)=[O:37])[NH:24][C:23]=2[CH:25]=[CH:26][CH:27]=1)=[O:36]. The yield is 1.00. (4) The reactants are [NH2:1][C:2]1[C:3](=[O:19])[NH:4][C:5](=[S:18])[N:6]([CH2:9][C:10]2[CH:15]=[CH:14][C:13]([O:16][CH3:17])=[CH:12][CH:11]=2)[C:7]=1[NH2:8].[CH:20](O)=O. No catalyst specified. The product is [CH3:17][O:16][C:13]1[CH:12]=[CH:11][C:10]([CH2:9][N:6]2[C:7]3[N:8]=[CH:20][NH:1][C:2]=3[C:3](=[O:19])[NH:4][C:5]2=[S:18])=[CH:15][CH:14]=1. The yield is 0.160. (5) The reactants are [CH3:1][O:2][C:3]1[CH:12]=[C:11]([N:13]2[C:18](=[O:19])[C@H:17]3[CH2:20][C@@H:14]2[CH:15]=[CH:16]3)[CH:10]=[CH:9][C:4]=1[C:5]([O:7][CH3:8])=[O:6]. The catalyst is C(OCC)(=O)C.[Pd]. The product is [CH3:1][O:2][C:3]1[CH:12]=[C:11]([N:13]2[C:18](=[O:19])[C@H:17]3[CH2:20][C@@H:14]2[CH2:15][CH2:16]3)[CH:10]=[CH:9][C:4]=1[C:5]([O:7][CH3:8])=[O:6]. The yield is 1.00. (6) The reactants are [CH3:1][C:2]1[C:12](=[O:13])[C:11]2[C:6](=[CH:7][CH:8]=[CH:9][CH:10]=2)[C:4](=[O:5])[C:3]=1[CH2:14]/[CH:15]=[C:16](/[CH2:18][CH2:19]/[CH:20]=[C:21](/[CH2:23][CH2:24]/[CH:25]=[C:26](/[CH2:28][CH2:29]/[CH:30]=[C:31](/[CH2:33][CH2:34]/[CH:35]=[C:36](/[CH2:38][CH2:39][CH:40]=[C:41]([CH3:43])[CH3:42])\[CH3:37])\[CH3:32])\[CH3:27])\[CH3:22])\[CH3:17].[C:44]([O-:47])(=O)[CH3:45].[Na+]. The catalyst is C(OC(=O)C)(=O)C.C(Cl)Cl.[Zn]. The product is [CH3:17][C:16]([CH2:18][CH2:19][CH:20]=[C:21]([CH3:22])[CH2:23][CH2:24][CH:25]=[C:26]([CH3:27])[CH2:28][CH2:29][CH:30]=[C:31]([CH3:32])[CH2:33][CH2:34][CH:35]=[C:36]([CH3:37])[CH2:38][CH2:39][CH:40]=[C:41]([CH3:43])[CH2:42][CH2:4][CH:3]=[C:2]([CH3:12])[CH3:1])=[CH:15][CH2:14][C:3]1[C:2]([CH3:1])=[C:12]([O:13][C:44](=[O:47])[CH3:45])[C:11]2[C:6]([C:4]=1[OH:5])=[CH:7][CH:8]=[CH:9][CH:10]=2. The yield is 0.710.